Dataset: Peptide-MHC class I binding affinity with 185,985 pairs from IEDB/IMGT. Task: Regression. Given a peptide amino acid sequence and an MHC pseudo amino acid sequence, predict their binding affinity value. This is MHC class I binding data. (1) The peptide sequence is VTLNRIKIA. The MHC is HLA-A02:01 with pseudo-sequence HLA-A02:01. The binding affinity (normalized) is 0.352. (2) The peptide sequence is SMTIREFPR. The MHC is HLA-A11:01 with pseudo-sequence HLA-A11:01. The binding affinity (normalized) is 0.409. (3) The peptide sequence is KRWGFRSGV. The MHC is HLA-A25:01 with pseudo-sequence HLA-A25:01. The binding affinity (normalized) is 0.0847. (4) The peptide sequence is LEMNDAPTA. The MHC is HLA-A68:02 with pseudo-sequence HLA-A68:02. The binding affinity (normalized) is 0.0847. (5) The peptide sequence is VGNVYVKS. The MHC is Mamu-B52 with pseudo-sequence Mamu-B52. The binding affinity (normalized) is 0.328.